Dataset: Catalyst prediction with 721,799 reactions and 888 catalyst types from USPTO. Task: Predict which catalyst facilitates the given reaction. (1) Reactant: Br.[Br:2][CH:3]1[CH2:9][CH:8]([CH3:10])[NH:7][CH2:6][CH2:5][C:4]1=O.Br.[Br:13][CH:14]1[C:20](=O)[CH2:19][CH2:18][CH:17]([CH3:22])[NH:16][CH2:15]1.[C:23]([NH2:26])(=[S:25])[CH3:24]. Product: [BrH:2].[CH3:24][C:23]1[S:25][C:5]2[CH2:6][NH:7][CH:8]([CH3:10])[CH2:9][CH2:3][C:4]=2[N:26]=1.[BrH:13].[CH3:24][C:23]1[S:25][C:19]2[CH2:18][CH:17]([CH3:22])[NH:16][CH2:15][CH2:14][C:20]=2[N:26]=1. The catalyst class is: 14. (2) Reactant: [H-].[Na+].[OH:3][C:4]1[CH:5]=[C:6]2[C:11](=[CH:12][CH:13]=1)[N:10]=[C:9]([O:14][CH3:15])[CH:8]=[CH:7]2.[Br:16][CH2:17][CH2:18][CH2:19][CH2:20][CH2:21][CH2:22][CH2:23][CH2:24]Br.O. Product: [Br:16][CH2:17][CH2:18][CH2:19][CH2:20][CH2:21][CH2:22][CH2:23][CH2:24][O:3][C:4]1[CH:5]=[C:6]2[C:11](=[CH:12][CH:13]=1)[N:10]=[C:9]([O:14][CH3:15])[CH:8]=[CH:7]2. The catalyst class is: 3. (3) The catalyst class is: 2. Product: [CH2:25]1[C:26]2[C:21](=[CH:20][C:19]([NH:18][C:10]3[N:9]=[C:8]([CH2:7][CH2:6][C:5]4[CH:36]=[CH:37][CH:38]=[CH:39][C:4]=4[CH2:3][C:2]([NH2:1])=[O:40])[C:13]([C:14]([F:16])([F:17])[F:15])=[CH:12][N:11]=3)=[CH:28][CH:27]=2)[CH2:22][CH2:23][NH:24]1. Reactant: [NH2:1][C:2](=[O:40])[CH2:3][C:4]1[CH:39]=[CH:38][CH:37]=[CH:36][C:5]=1[CH2:6][CH2:7][C:8]1[C:13]([C:14]([F:17])([F:16])[F:15])=[CH:12][N:11]=[C:10]([NH:18][C:19]2[CH:20]=[C:21]3[C:26](=[CH:27][CH:28]=2)[CH2:25][N:24](C(OC(C)(C)C)=O)[CH2:23][CH2:22]3)[N:9]=1.C(O)(C(F)(F)F)=O. (4) Product: [C:1]([N:4]1[C:12]2[C:7](=[CH:8][CH:9]=[C:10]([NH:13][C:14](=[O:22])[C:15]3[CH:20]=[CH:19][CH:18]=[N:17][C:16]=3[NH:25][CH:26]3[CH2:31][CH2:30][N:29]([CH2:32][C:33]4[CH:38]=[CH:37][CH:36]=[CH:35][CH:34]=4)[CH2:28][CH2:27]3)[CH:11]=2)[C:6]([CH3:24])([CH3:23])[CH2:5]1)(=[O:3])[CH3:2]. Reactant: [C:1]([N:4]1[C:12]2[C:7](=[CH:8][CH:9]=[C:10]([NH:13][C:14](=[O:22])[C:15]3[CH:20]=[CH:19][CH:18]=[N:17][C:16]=3Cl)[CH:11]=2)[C:6]([CH3:24])([CH3:23])[CH2:5]1)(=[O:3])[CH3:2].[NH2:25][CH:26]1[CH2:31][CH2:30][N:29]([CH2:32][C:33]2[CH:38]=[CH:37][CH:36]=[CH:35][CH:34]=2)[CH2:28][CH2:27]1.C(=O)([O-])[O-].[K+].[K+]. The catalyst class is: 113.